From a dataset of Peptide-MHC class II binding affinity with 134,281 pairs from IEDB. Regression. Given a peptide amino acid sequence and an MHC pseudo amino acid sequence, predict their binding affinity value. This is MHC class II binding data. (1) The peptide sequence is VSSHNHIPGYKVQTN. The MHC is DRB1_1301 with pseudo-sequence DRB1_1301. The binding affinity (normalized) is 0.353. (2) The peptide sequence is IRYPLTFGWCFKLVPVDPREVEEA. The MHC is HLA-DQA10101-DQB10501 with pseudo-sequence HLA-DQA10101-DQB10501. The binding affinity (normalized) is 0.370. (3) The peptide sequence is PNESYKKQVTIRIGC. The MHC is HLA-DQA10401-DQB10402 with pseudo-sequence HLA-DQA10401-DQB10402. The binding affinity (normalized) is 0.0343. (4) The peptide sequence is VTVDAAVLAAIDADA. The MHC is HLA-DQA10102-DQB10502 with pseudo-sequence HLA-DQA10102-DQB10502. The binding affinity (normalized) is 0.384. (5) The peptide sequence is DSKHQLDMIITAVNS. The MHC is DRB3_0101 with pseudo-sequence DRB3_0101. The binding affinity (normalized) is 0.223. (6) The peptide sequence is PANDKFTVFEAAFNDAIKE. The MHC is HLA-DPA10201-DPB11401 with pseudo-sequence HLA-DPA10201-DPB11401. The binding affinity (normalized) is 0.366. (7) The peptide sequence is LVGPTPVNIIGRNILTQIGC. The MHC is DRB1_0802 with pseudo-sequence DRB1_0802. The binding affinity (normalized) is 0.564. (8) The peptide sequence is YPFIEQEGPEFFDQE. The MHC is HLA-DPA10103-DPB10401 with pseudo-sequence HLA-DPA10103-DPB10401. The binding affinity (normalized) is 0.143.